Dataset: Catalyst prediction with 721,799 reactions and 888 catalyst types from USPTO. Task: Predict which catalyst facilitates the given reaction. (1) Reactant: C([N:4]1[C:8]2=[N:9][C:10]([C:13]([O:15][CH3:16])=[O:14])=[CH:11][CH:12]=[C:7]2/[C:6](=[C:17](\OCC)/[C:18]2[CH:23]=[CH:22][CH:21]=[CH:20][CH:19]=2)/[C:5]1=[O:27])(=O)C.[NH2:28][C:29]1[CH:34]=[CH:33][C:32]([N:35]([CH3:46])[C:36](=[O:45])[CH2:37][N:38]2[CH2:43][CH2:42][N:41]([CH3:44])[CH2:40][CH2:39]2)=[CH:31][CH:30]=1.N1CCCCC1. Product: [CH3:46][N:35]([C:32]1[CH:33]=[CH:34][C:29]([NH:28]/[C:17](/[C:18]2[CH:23]=[CH:22][CH:21]=[CH:20][CH:19]=2)=[C:6]2\[C:5](=[O:27])[NH:4][C:8]3[C:7]\2=[CH:12][CH:11]=[C:10]([C:13]([O:15][CH3:16])=[O:14])[N:9]=3)=[CH:30][CH:31]=1)[C:36](=[O:45])[CH2:37][N:38]1[CH2:43][CH2:42][N:41]([CH3:44])[CH2:40][CH2:39]1. The catalyst class is: 3. (2) Reactant: [C:1]([CH2:9][C:10]([O:12][CH2:13][CH3:14])=[O:11])(=[O:8])[C:2]1[CH:7]=[CH:6][CH:5]=[CH:4][CH:3]=1.[CH3:15][O:16][C:17]1C=C[C:20]([CH:21]=O)=[C:19](O)[CH:18]=1. Product: [C:1]([C:9]1[C:10](=[O:11])[O:12][C:13]2[C:20]([CH:21]=1)=[CH:19][CH:18]=[C:17]([O:16][CH3:15])[CH:14]=2)(=[O:8])[C:2]1[CH:7]=[CH:6][CH:5]=[CH:4][CH:3]=1. The catalyst class is: 8.